This data is from Blood-brain barrier permeability classification from the B3DB database. The task is: Regression/Classification. Given a drug SMILES string, predict its absorption, distribution, metabolism, or excretion properties. Task type varies by dataset: regression for continuous measurements (e.g., permeability, clearance, half-life) or binary classification for categorical outcomes (e.g., BBB penetration, CYP inhibition). Dataset: b3db_classification. (1) The molecule is CCN(CC)CCNC(=O)COc1ccc(OC)cc1. The result is 1 (penetrates BBB). (2) The molecule is CC[C@@H](NC(=O)c1cc([N+](=O)[O-])ccc1Cl)c1ccc(OC)c(OC)c1. The result is 1 (penetrates BBB). (3) The molecule is Cc1ccc(S(=O)(=O)[C@@H]2[C@@H](c3ccccc3)C2(CN)CN)cc1. The result is 1 (penetrates BBB). (4) The result is 1 (penetrates BBB). The molecule is CCNC(C)Cc1cccc(C(F)(F)F)c1. (5) The molecule is COc1cccc2c1C(=O)c1c(O)c3c(c(O)c1C2=O)CC(O)(C(C)=O)CC3OC1CC(N)C(O)C(C)O1. The result is 0 (does not penetrate BBB). (6) The molecule is CC(=O)C1=C(O)[C@@]2(O)C(=O)c3c(c(C)c4ccc(C)c(O)c4c3O)C[C@H]2[C@@H](N)C1=O. The result is 0 (does not penetrate BBB). (7) The result is 1 (penetrates BBB). The molecule is CN1C(=O)C(O)N=C(c2ccccc2Cl)c2cc(Cl)ccc21. (8) The drug is CC1(C)S[C@@H]2[C@H](NC(=O)[C@H](NC(=O)CN=C(N)c3ccncc3)c3ccccc3)C(=O)N2[C@H]1C(=O)O. The result is 0 (does not penetrate BBB).